This data is from Reaction yield outcomes from USPTO patents with 853,638 reactions. The task is: Predict the reaction yield, written as a fraction of the theoretical maximum amount of product (1.0 means a 100% yield; for example, 0.34 means a 34% yield). (1) The reactants are [N+:1]([C:4]1[CH:5]=[CH:6][C:7]2[O:12][C@:11]([CH3:18])([CH:13]([O:16][CH3:17])[O:14][CH3:15])[C@@H:10]3[O:19][C@@H:9]3[C:8]=2[CH:20]=1)([O-:3])=[O:2].[F:21][C:22]1[CH:27]=[CH:26][C:25]([NH:28][CH2:29][C:30]2[N:31]=[N:32][N:33]([CH3:35])[N:34]=2)=[CH:24][CH:23]=1. No catalyst specified. The product is [N+:1]([C:4]1[CH:5]=[CH:6][C:7]2[O:12][C@:11]([CH3:18])([CH:13]([O:16][CH3:17])[O:14][CH3:15])[C@H:10]([OH:19])[C@@H:9]([N:28]([C:25]3[CH:26]=[CH:27][C:22]([F:21])=[CH:23][CH:24]=3)[CH2:29][C:30]3[N:31]=[N:32][N:33]([CH3:35])[N:34]=3)[C:8]=2[CH:20]=1)([O-:3])=[O:2]. The yield is 0.690. (2) The reactants are O[CH2:2][C:3]1[S:4][CH:5]=[N:6][N:7]=1.[C:8]([O:12][C:13]([N:15]1[CH2:21][CH2:20][C:19]2[C:22]([S:26]C(=O)N(C)C)=[CH:23][CH:24]=[CH:25][C:18]=2[CH2:17][CH2:16]1)=[O:14])([CH3:11])([CH3:10])[CH3:9].[OH-].[K+].S(Cl)([Cl:36])=O. The catalyst is CO. The product is [C:8]([O:12][C:13]([N:15]1[CH2:21][CH2:20][C:19]2[C:22]([S:26][CH2:2][C:3]3[S:4][CH:5]=[N:6][N:7]=3)=[C:23]([Cl:36])[CH:24]=[CH:25][C:18]=2[CH2:17][CH2:16]1)=[O:14])([CH3:11])([CH3:10])[CH3:9]. The yield is 0.700. (3) The reactants are N[C:2]1C=CC(CC(N)=O)=CC=1.[NH2:12][C:13]1[CH:18]=[CH:17][C:16]([CH2:19][C:20]([OH:22])=[O:21])=[CH:15][CH:14]=1.[S:23](=[O:27])(=[O:26])([OH:25])[OH:24]. The catalyst is CO. The product is [S:23]([OH:27])([OH:26])(=[O:25])=[O:24].[NH2:12][C:13]1[CH:14]=[CH:15][C:16]([CH2:19][C:20]([O:22][CH3:2])=[O:21])=[CH:17][CH:18]=1. The yield is 0.800. (4) The reactants are [H-].[Al+3].[Li+].[H-].[H-].[H-].[NH2:7][C:8]1[C:9]([C:15](OC)=[O:16])=[N:10][C:11]([Br:14])=[CH:12][N:13]=1.O.[OH-].[Na+]. The catalyst is C1COCC1. The product is [NH2:7][C:8]1[C:9]([CH2:15][OH:16])=[N:10][C:11]([Br:14])=[CH:12][N:13]=1. The yield is 0.590. (5) The reactants are C[O:2][C:3](=[O:30])[C:4]1[CH:9]=[C:8]([Cl:10])[CH:7]=[CH:6][C:5]=1/[CH:11]=[CH:12]/[C:13]([N:15]1[CH2:20][CH2:19][N:18]([CH2:21][C:22]2[CH:27]=[CH:26][C:25]([F:28])=[CH:24][CH:23]=2)[CH2:17][CH:16]1[CH3:29])=[O:14].CO.[OH-].[Na+].Cl. The catalyst is O. The product is [Cl:10][C:8]1[CH:7]=[CH:6][C:5](/[CH:11]=[CH:12]/[C:13]([N:15]2[CH2:20][CH2:19][N:18]([CH2:21][C:22]3[CH:23]=[CH:24][C:25]([F:28])=[CH:26][CH:27]=3)[CH2:17][CH:16]2[CH3:29])=[O:14])=[C:4]([CH:9]=1)[C:3]([OH:30])=[O:2]. The yield is 0.870.